From a dataset of Catalyst prediction with 721,799 reactions and 888 catalyst types from USPTO. Predict which catalyst facilitates the given reaction. (1) Reactant: [F:1][C:2]([F:14])([F:13])[O:3][C:4]1[CH:9]=[CH:8][C:7](B(O)O)=[CH:6][CH:5]=1.[N:15]12[CH2:22][CH2:21][CH:18]([CH2:19][CH2:20]1)[C@@H:17]([NH:23][C:24]([C:26]1[O:27][C:28]3[C:34](Br)=[CH:33][C:32]([F:36])=[CH:31][C:29]=3[CH:30]=1)=[O:25])[CH2:16]2.[OH-].[Na+]. Product: [N:15]12[CH2:20][CH2:19][CH:18]([CH2:21][CH2:22]1)[C@@H:17]([NH:23][C:24]([C:26]1[O:27][C:28]3[C:34]([C:7]4[CH:8]=[CH:9][C:4]([O:3][C:2]([F:14])([F:13])[F:1])=[CH:5][CH:6]=4)=[CH:33][C:32]([F:36])=[CH:31][C:29]=3[CH:30]=1)=[O:25])[CH2:16]2. The catalyst class is: 431. (2) Reactant: Cl[CH2:2][C:3]1[N:4]=[C:5]([C:8]2[CH:13]=[CH:12][C:11]([Cl:14])=[CH:10][CH:9]=2)[S:6][CH:7]=1.[NH2:15][C:16]1[C:21]([C:22]#[N:23])=[C:20]([C:24]2[CH:25]=[N:26][C:27]([O:30][CH2:31][CH2:32][OH:33])=[CH:28][CH:29]=2)[C:19]([C:34]#[N:35])=[C:18]([SH:36])[N:17]=1.C(=O)(O)[O-].[Na+]. Product: [NH2:15][C:16]1[C:21]([C:22]#[N:23])=[C:20]([C:24]2[CH:25]=[N:26][C:27]([O:30][CH2:31][CH2:32][OH:33])=[CH:28][CH:29]=2)[C:19]([C:34]#[N:35])=[C:18]([S:36][CH2:2][C:3]2[N:4]=[C:5]([C:8]3[CH:13]=[CH:12][C:11]([Cl:14])=[CH:10][CH:9]=3)[S:6][CH:7]=2)[N:17]=1. The catalyst class is: 3. (3) Reactant: [Cl:1][C:2]1[CH:7]=[CH:6][C:5]([NH:8][C:9](=[O:18])[C:10]2[CH:15]=[CH:14][C:13]([CH2:16]Cl)=[CH:12][CH:11]=2)=[C:4]([N:19]2[CH2:24][CH2:23][N:22]([CH2:25][CH2:26][C:27]([F:30])([F:29])[F:28])[CH2:21][CH2:20]2)[CH:3]=1.[CH3:31][CH2:32][N:33](C(C)C)[CH:34](C)[CH3:35].C(NCC)C. Product: [Cl:1][C:2]1[CH:7]=[CH:6][C:5]([NH:8][C:9](=[O:18])[C:10]2[CH:11]=[CH:12][C:13]([CH2:16][N:33]([CH2:34][CH3:35])[CH2:32][CH3:31])=[CH:14][CH:15]=2)=[C:4]([N:19]2[CH2:20][CH2:21][N:22]([CH2:25][CH2:26][C:27]([F:30])([F:29])[F:28])[CH2:23][CH2:24]2)[CH:3]=1. The catalyst class is: 3. (4) Reactant: [CH:1]1([CH2:6][CH:7]([C:11]2[CH:16]=[CH:15][C:14]([S:17]([CH3:20])(=[O:19])=[O:18])=[C:13]([N+:21]([O-:23])=[O:22])[CH:12]=2)[C:8]([OH:10])=O)[CH2:5][CH2:4][CH2:3][CH2:2]1.C(N(CC)CC)C.F[P-](F)(F)(F)(F)F.N1(O[P+](N(C)C)(N(C)C)N(C)C)C2C=CC=CC=2N=N1.[NH2:58][C:59]1[S:60][C:61]2[CH:67]=[CH:66][CH:65]=[CH:64][C:62]=2[N:63]=1.Cl. Product: [S:60]1[C:61]2[CH:67]=[CH:66][CH:65]=[CH:64][C:62]=2[N:63]=[C:59]1[NH:58][C:8](=[O:10])[CH:7]([C:11]1[CH:16]=[CH:15][C:14]([S:17]([CH3:20])(=[O:18])=[O:19])=[C:13]([N+:21]([O-:23])=[O:22])[CH:12]=1)[CH2:6][CH:1]1[CH2:2][CH2:3][CH2:4][CH2:5]1. The catalyst class is: 255. (5) Reactant: [OH-:1].[Na+].[C:3]([O:7][C:8](=[O:23])[CH2:9][CH2:10][C:11]([NH:13][CH2:14][C:15]1[CH:20]=[CH:19][CH:18]=[C:17]([CH:21]=O)[CH:16]=1)=[O:12])([CH3:6])([CH3:5])[CH3:4].Cl.[NH2:25]O.S([O-])(O)(=O)=O.[Na+]. Product: [C:3]([O:7][C:8](=[O:23])[CH2:9][CH2:10][C:11]([NH:13][CH2:14][C:15]1[CH:20]=[CH:19][CH:18]=[C:17]([CH:21]=[N:25][OH:1])[CH:16]=1)=[O:12])([CH3:6])([CH3:5])[CH3:4]. The catalyst class is: 40.